From a dataset of NCI-60 drug combinations with 297,098 pairs across 59 cell lines. Regression. Given two drug SMILES strings and cell line genomic features, predict the synergy score measuring deviation from expected non-interaction effect. (1) Drug 1: CC1=C(C(=CC=C1)Cl)NC(=O)C2=CN=C(S2)NC3=CC(=NC(=N3)C)N4CCN(CC4)CCO. Drug 2: CC1(CCCN1)C2=NC3=C(C=CC=C3N2)C(=O)N. Cell line: SW-620. Synergy scores: CSS=1.24, Synergy_ZIP=5.66, Synergy_Bliss=4.04, Synergy_Loewe=6.11, Synergy_HSA=3.63. (2) Drug 1: C1=CC(=CC=C1CCC2=CNC3=C2C(=O)NC(=N3)N)C(=O)NC(CCC(=O)O)C(=O)O. Drug 2: COCCOC1=C(C=C2C(=C1)C(=NC=N2)NC3=CC=CC(=C3)C#C)OCCOC.Cl. Cell line: MDA-MB-231. Synergy scores: CSS=8.19, Synergy_ZIP=-6.61, Synergy_Bliss=-8.06, Synergy_Loewe=-14.7, Synergy_HSA=-7.20. (3) Drug 1: COC1=C(C=C2C(=C1)N=CN=C2NC3=CC(=C(C=C3)F)Cl)OCCCN4CCOCC4. Drug 2: C1=CN(C(=O)N=C1N)C2C(C(C(O2)CO)O)O.Cl. Cell line: SNB-75. Synergy scores: CSS=23.3, Synergy_ZIP=-6.46, Synergy_Bliss=-3.25, Synergy_Loewe=-0.427, Synergy_HSA=-0.279. (4) Drug 1: CCC1(CC2CC(C3=C(CCN(C2)C1)C4=CC=CC=C4N3)(C5=C(C=C6C(=C5)C78CCN9C7C(C=CC9)(C(C(C8N6C=O)(C(=O)OC)O)OC(=O)C)CC)OC)C(=O)OC)O.OS(=O)(=O)O. Drug 2: CCCCC(=O)OCC(=O)C1(CC(C2=C(C1)C(=C3C(=C2O)C(=O)C4=C(C3=O)C=CC=C4OC)O)OC5CC(C(C(O5)C)O)NC(=O)C(F)(F)F)O. Cell line: SR. Synergy scores: CSS=89.9, Synergy_ZIP=10.0, Synergy_Bliss=8.01, Synergy_Loewe=9.04, Synergy_HSA=11.0. (5) Drug 1: C1CCC(C1)C(CC#N)N2C=C(C=N2)C3=C4C=CNC4=NC=N3. Drug 2: C1CC(=O)NC(=O)C1N2CC3=C(C2=O)C=CC=C3N. Cell line: NCI-H460. Synergy scores: CSS=0.430, Synergy_ZIP=-1.20, Synergy_Bliss=-3.73, Synergy_Loewe=-1.72, Synergy_HSA=-3.79. (6) Drug 1: CC(C)NC(=O)C1=CC=C(C=C1)CNNC.Cl. Drug 2: COC1=C2C(=CC3=C1OC=C3)C=CC(=O)O2. Cell line: A549. Synergy scores: CSS=-1.20, Synergy_ZIP=1.14, Synergy_Bliss=2.17, Synergy_Loewe=-0.266, Synergy_HSA=0.0491. (7) Drug 1: CCCS(=O)(=O)NC1=C(C(=C(C=C1)F)C(=O)C2=CNC3=C2C=C(C=N3)C4=CC=C(C=C4)Cl)F. Drug 2: CC1=C(C(=O)C2=C(C1=O)N3CC4C(C3(C2COC(=O)N)OC)N4)N. Cell line: SK-OV-3. Synergy scores: CSS=11.7, Synergy_ZIP=-5.75, Synergy_Bliss=3.74, Synergy_Loewe=-17.1, Synergy_HSA=2.61.